This data is from Full USPTO retrosynthesis dataset with 1.9M reactions from patents (1976-2016). The task is: Predict the reactants needed to synthesize the given product. (1) Given the product [CH3:31][CH2:30][C:29]([CH2:28][O:41][C:37]([CH:38]=[CH2:39])=[O:40])([CH2:25][O:35][C:32]([CH:33]=[CH2:34])=[O:36])[CH2:15][O:16][C:11]([CH:12]=[CH2:13])=[O:10].[CH2:22]1[CH:26]2[C@@H:27]3[CH:31]=[CH:30][C@H:29]([CH:25]2[CH:24]=[CH:23]1)[CH2:28]3.[CH:1]1[CH:2]=[CH:3][C:4](/[CH:7]=[CH:8]/[CH2:9][O:10][C@@H:11]2[O:16][C@H:15]([CH2:17][OH:18])[C@@H:14]([OH:19])[C@H:13]([OH:20])[C@H:12]2[OH:21])=[CH:5][CH:6]=1, predict the reactants needed to synthesize it. The reactants are: [CH:1]1[CH:6]=[CH:5][C:4](/[CH:7]=[CH:8]/[CH2:9][O:10][C@@H:11]2[O:16][C@H:15]([CH2:17][OH:18])[C@@H:14]([OH:19])[C@H:13]([OH:20])[C@H:12]2[OH:21])=[CH:3][CH:2]=1.[CH2:22]1[CH:26]2[C@@H:27]3[CH:31]=[CH:30][C@H:29]([CH:25]2[CH:24]=[CH:23]1)[CH2:28]3.[C:32]([OH:36])(=[O:35])[CH:33]=[CH2:34].[C:37]([OH:41])(=[O:40])[CH:38]=[CH2:39].C(O)(=O)C=C.C(C(CO)(CO)CC)O.[OH-].[K+]. (2) Given the product [NH2:17][C:14]1[C:15]2[C:10](=[CH:9][CH:8]=[C:7]([OH:6])[CH:16]=2)[CH:11]=[CH:12][N:13]=1, predict the reactants needed to synthesize it. The reactants are: B(Br)(Br)Br.C[O:6][C:7]1[CH:16]=[C:15]2[C:10]([CH:11]=[CH:12][N:13]=[C:14]2[NH2:17])=[CH:9][CH:8]=1.N.